This data is from Peptide-MHC class I binding affinity with 185,985 pairs from IEDB/IMGT. The task is: Regression. Given a peptide amino acid sequence and an MHC pseudo amino acid sequence, predict their binding affinity value. This is MHC class I binding data. (1) The peptide sequence is EMRQKHSQAV. The MHC is HLA-A02:06 with pseudo-sequence HLA-A02:06. The binding affinity (normalized) is 0. (2) The peptide sequence is FPRYPLNVL. The MHC is HLA-A11:01 with pseudo-sequence HLA-A11:01. The binding affinity (normalized) is 0.0847.